From a dataset of NCI-60 drug combinations with 297,098 pairs across 59 cell lines. Regression. Given two drug SMILES strings and cell line genomic features, predict the synergy score measuring deviation from expected non-interaction effect. (1) Drug 1: C1CCN(CC1)CCOC2=CC=C(C=C2)C(=O)C3=C(SC4=C3C=CC(=C4)O)C5=CC=C(C=C5)O. Drug 2: CC(C)NC(=O)C1=CC=C(C=C1)CNNC.Cl. Cell line: U251. Synergy scores: CSS=-2.21, Synergy_ZIP=0.511, Synergy_Bliss=-0.876, Synergy_Loewe=-2.90, Synergy_HSA=-2.85. (2) Drug 1: CC12CCC(CC1=CCC3C2CCC4(C3CC=C4C5=CN=CC=C5)C)O. Drug 2: C1CN1P(=S)(N2CC2)N3CC3. Cell line: LOX IMVI. Synergy scores: CSS=21.5, Synergy_ZIP=-13.4, Synergy_Bliss=-15.4, Synergy_Loewe=-13.3, Synergy_HSA=-10.8. (3) Drug 2: CC1C(C(CC(O1)OC2CC(CC3=C2C(=C4C(=C3O)C(=O)C5=CC=CC=C5C4=O)O)(C(=O)C)O)N)O. Synergy scores: CSS=47.1, Synergy_ZIP=-3.02, Synergy_Bliss=-3.76, Synergy_Loewe=-15.7, Synergy_HSA=-1.87. Drug 1: CC(C)NC(=O)C1=CC=C(C=C1)CNNC.Cl. Cell line: ACHN. (4) Drug 1: CC(C)CN1C=NC2=C1C3=CC=CC=C3N=C2N. Drug 2: C(CCl)NC(=O)N(CCCl)N=O. Cell line: MDA-MB-435. Synergy scores: CSS=-3.73, Synergy_ZIP=-2.49, Synergy_Bliss=-8.07, Synergy_Loewe=-8.44, Synergy_HSA=-8.20. (5) Synergy scores: CSS=56.3, Synergy_ZIP=-0.342, Synergy_Bliss=-1.27, Synergy_Loewe=-16.6, Synergy_HSA=-0.769. Drug 2: C1=CC=C(C=C1)NC(=O)CCCCCCC(=O)NO. Drug 1: CC=C1C(=O)NC(C(=O)OC2CC(=O)NC(C(=O)NC(CSSCCC=C2)C(=O)N1)C(C)C)C(C)C. Cell line: A549. (6) Drug 2: B(C(CC(C)C)NC(=O)C(CC1=CC=CC=C1)NC(=O)C2=NC=CN=C2)(O)O. Drug 1: C1CNP(=O)(OC1)N(CCCl)CCCl. Cell line: 786-0. Synergy scores: CSS=35.6, Synergy_ZIP=2.22, Synergy_Bliss=-0.0742, Synergy_Loewe=-69.4, Synergy_HSA=-4.44. (7) Drug 1: CCCCCOC(=O)NC1=NC(=O)N(C=C1F)C2C(C(C(O2)C)O)O. Drug 2: C1CN(CCN1C(=O)CCBr)C(=O)CCBr. Cell line: 786-0. Synergy scores: CSS=5.64, Synergy_ZIP=-4.19, Synergy_Bliss=2.91, Synergy_Loewe=-12.9, Synergy_HSA=-3.33. (8) Drug 1: CS(=O)(=O)C1=CC(=C(C=C1)C(=O)NC2=CC(=C(C=C2)Cl)C3=CC=CC=N3)Cl. Drug 2: C1CC(=O)NC(=O)C1N2CC3=C(C2=O)C=CC=C3N. Cell line: TK-10. Synergy scores: CSS=7.11, Synergy_ZIP=-0.444, Synergy_Bliss=3.41, Synergy_Loewe=1.50, Synergy_HSA=2.93. (9) Drug 1: C1=CC=C(C=C1)NC(=O)CCCCCCC(=O)NO. Drug 2: C1CCC(C(C1)N)N.C(=O)(C(=O)[O-])[O-].[Pt+4]. Cell line: MOLT-4. Synergy scores: CSS=68.9, Synergy_ZIP=2.41, Synergy_Bliss=0.904, Synergy_Loewe=-7.02, Synergy_HSA=-5.95. (10) Drug 1: CN(C)N=NC1=C(NC=N1)C(=O)N. Drug 2: C1=NC2=C(N1)C(=S)N=C(N2)N. Cell line: T-47D. Synergy scores: CSS=24.6, Synergy_ZIP=-9.06, Synergy_Bliss=-6.84, Synergy_Loewe=-25.2, Synergy_HSA=-5.82.